From a dataset of Reaction yield outcomes from USPTO patents with 853,638 reactions. Predict the reaction yield, written as a fraction of the theoretical maximum amount of product (1.0 means a 100% yield; for example, 0.34 means a 34% yield). (1) The product is [NH:28]1[C:27]([C:24]2[CH:25]=[C:26]3[C:21](=[CH:22][CH:23]=2)[NH:20][N:19]=[C:18]3[C:14]2[CH:13]=[C:12]([C:10]([NH:9][C@@H:7]([C:1]3[CH:6]=[CH:5][CH:4]=[CH:3][CH:2]=3)[CH3:8])=[O:11])[CH:17]=[CH:16][CH:15]=2)=[N:31][CH:30]=[N:29]1. The yield is 0.390. The catalyst is O1CCOCC1. The reactants are [C:1]1([C@H:7]([NH:9][C:10]([C:12]2[CH:17]=[CH:16][CH:15]=[C:14]([C:18]3[C:26]4[C:21](=[CH:22][CH:23]=[C:24]([C:27]5[N:31]=[CH:30][N:29](C(C6C=CC=CC=6)(C6C=CC=CC=6)C6C=CC=CC=6)[N:28]=5)[CH:25]=4)[N:20](C4CCCCO4)[N:19]=3)[CH:13]=2)=[O:11])[CH3:8])[CH:6]=[CH:5][CH:4]=[CH:3][CH:2]=1.Cl.C(=O)(O)[O-].[Na+]. (2) The reactants are [F:1][C:2]([F:20])([F:19])[C:3]1[C:11]2[CH2:10][CH2:9][CH2:8][CH2:7][C:6]=2[N:5]([CH2:12][CH2:13][CH2:14][C:15]([O:17]C)=[O:16])[N:4]=1.[OH-].[Na+]. The product is [F:20][C:2]([F:1])([F:19])[C:3]1[C:11]2[CH2:10][CH2:9][CH2:8][CH2:7][C:6]=2[N:5]([CH2:12][CH2:13][CH2:14][C:15]([OH:17])=[O:16])[N:4]=1. The yield is 0.530. The catalyst is CO.C1COCC1.